From a dataset of NCI-60 drug combinations with 297,098 pairs across 59 cell lines. Regression. Given two drug SMILES strings and cell line genomic features, predict the synergy score measuring deviation from expected non-interaction effect. Cell line: HCT116. Drug 2: CC1C(C(CC(O1)OC2CC(CC3=C2C(=C4C(=C3O)C(=O)C5=C(C4=O)C(=CC=C5)OC)O)(C(=O)CO)O)N)O.Cl. Synergy scores: CSS=47.7, Synergy_ZIP=1.09, Synergy_Bliss=4.55, Synergy_Loewe=4.76, Synergy_HSA=5.36. Drug 1: CC1=C(C(=CC=C1)Cl)NC(=O)C2=CN=C(S2)NC3=CC(=NC(=N3)C)N4CCN(CC4)CCO.